Dataset: Forward reaction prediction with 1.9M reactions from USPTO patents (1976-2016). Task: Predict the product of the given reaction. (1) Given the reactants FC(F)(F)C(O)=O.C[O:9][CH:10](OC)[CH2:11][N:12]1[C:17](=[O:18])[CH:16]=[N:15][C:14]2[CH:19]=[CH:20][C:21]([O:23][CH3:24])=[N:22][C:13]1=2, predict the reaction product. The product is: [CH3:24][O:23][C:21]1[CH:20]=[CH:19][C:14]2[N:15]=[CH:16][C:17](=[O:18])[N:12]([CH2:11][CH:10]=[O:9])[C:13]=2[N:22]=1. (2) Given the reactants [CH2:1]([O:3][C:4]([C:6]1[CH:7]=[N:8][C:9]2[C:14]([C:15]=1Cl)=[CH:13][CH:12]=[CH:11][C:10]=2[N+:17]([O-])=O)=[O:5])[CH3:2].[O:20]([C:27]1[CH:33]=[CH:32][C:30]([NH2:31])=[CH:29][CH:28]=1)[C:21]1[CH:26]=[CH:25][CH:24]=[CH:23][CH:22]=1, predict the reaction product. The product is: [CH2:1]([O:3][C:4]([C:6]1[CH:7]=[N:8][C:9]2[C:14]([C:15]=1[NH:31][C:30]1[CH:29]=[CH:28][C:27]([O:20][C:21]3[CH:26]=[CH:25][CH:24]=[CH:23][CH:22]=3)=[CH:33][CH:32]=1)=[CH:13][CH:12]=[CH:11][C:10]=2[NH2:17])=[O:5])[CH3:2]. (3) Given the reactants COCN[C:5]([C:7]1[CH:8]=[N:9][N:10]([C:12]2[CH:17]=[CH:16][C:15]([O:18][CH2:19][CH2:20][CH2:21][N:22]3[CH2:26][CH2:25][CH2:24][C@H:23]3[CH3:27])=[CH:14][CH:13]=2)[CH:11]=1)=[O:6].[F:28][C:29]1[CH:34]=[CH:33][C:32]([Mg]Br)=[CH:31][CH:30]=1, predict the reaction product. The product is: [F:28][C:29]1[CH:34]=[CH:33][C:32]([C:5]([C:7]2[CH:8]=[N:9][N:10]([C:12]3[CH:13]=[CH:14][C:15]([O:18][CH2:19][CH2:20][CH2:21][N:22]4[CH2:26][CH2:25][CH2:24][C@H:23]4[CH3:27])=[CH:16][CH:17]=3)[CH:11]=2)=[O:6])=[CH:31][CH:30]=1. (4) Given the reactants [CH2:1]1[CH2:5][O:4][CH2:3]C1.CO.O.[CH2:9]([O:11][C:12]([CH:14]1[CH2:19][CH2:18][NH:17][CH2:16][CH2:15]1)=[O:13])[CH3:10].C(C1OC1)Cl.O, predict the reaction product. The product is: [CH2:9]([O:11][C:12]([CH:14]1[CH2:19][CH2:18][N:17]([CH2:1][CH:5]2[CH2:3][O:4]2)[CH2:16][CH2:15]1)=[O:13])[CH3:10].